Predict the product of the given reaction. From a dataset of Forward reaction prediction with 1.9M reactions from USPTO patents (1976-2016). (1) Given the reactants O=C1C2C(=CC=CC=2)C(=O)[N:3]1[CH2:12][CH:13]1[N:22]2[C:17](=[CH:18][C:19](=[O:28])[C:20]([C:23]([O:25][CH2:26][CH3:27])=[O:24])=[CH:21]2)[C:16]2[CH:29]=[C:30]([O:36][CH2:37][CH3:38])[C:31]([O:33][CH2:34][CH3:35])=[CH:32][C:15]=2[CH2:14]1.O.NN, predict the reaction product. The product is: [NH2:3][CH2:12][CH:13]1[N:22]2[C:17](=[CH:18][C:19](=[O:28])[C:20]([C:23]([O:25][CH2:26][CH3:27])=[O:24])=[CH:21]2)[C:16]2[CH:29]=[C:30]([O:36][CH2:37][CH3:38])[C:31]([O:33][CH2:34][CH3:35])=[CH:32][C:15]=2[CH2:14]1. (2) Given the reactants [CH3:1][CH:2]1[CH2:7][CH2:6][N:5]([C:8]2[CH:9]=[C:10]([N:17]3[CH2:22][CH2:21][NH:20][CH2:19][CH2:18]3)[CH:11]=[CH:12][C:13]=2[N+:14]([O-:16])=[O:15])[CH2:4][CH2:3]1.[C:23](O[C:23]([O:25][C:26]([CH3:29])([CH3:28])[CH3:27])=[O:24])([O:25][C:26]([CH3:29])([CH3:28])[CH3:27])=[O:24], predict the reaction product. The product is: [C:26]([O:25][C:23]([N:20]1[CH2:19][CH2:18][N:17]([C:10]2[CH:11]=[CH:12][C:13]([N+:14]([O-:16])=[O:15])=[C:8]([N:5]3[CH2:6][CH2:7][CH:2]([CH3:1])[CH2:3][CH2:4]3)[CH:9]=2)[CH2:22][CH2:21]1)=[O:24])([CH3:29])([CH3:28])[CH3:27]. (3) Given the reactants [CH:1]1[N:2]=[C:3]([C:10]([O:12][CH2:13][CH3:14])=[O:11])[N:4]2[CH:9]=[CH:8][CH:7]=[CH:6][C:5]=12.[Br:15]Br, predict the reaction product. The product is: [CH2:13]([O:12][C:10]([C:3]1[N:4]2[CH:9]=[CH:8][CH:7]=[CH:6][C:5]2=[C:1]([Br:15])[N:2]=1)=[O:11])[CH3:14]. (4) Given the reactants [OH-].[Na+].Cl.[C:4](=[NH:11])(OC)[CH2:5][CH2:6][CH2:7][CH3:8].[C:12]([CH2:14][C:15]([NH:17][NH2:18])=O)#[N:13], predict the reaction product. The product is: [CH2:5]([C:4]1[N:11]=[C:15]([CH2:14][C:12]#[N:13])[NH:17][N:18]=1)[CH2:6][CH2:7][CH3:8]. (5) Given the reactants [Br:1][CH2:2][C:3]([C:5]1[CH:10]=[CH:9][CH:8]=[C:7]([Br:11])[CH:6]=1)=[O:4].[CH:12](OC)(OC)[O:13]C.[CH3:19]C1C=CC(S(O)(=O)=O)=CC=1, predict the reaction product. The product is: [Br:11][C:7]1[CH:8]=[CH:9][CH:10]=[C:5]([C:3]([O:13][CH3:12])([O:4][CH3:19])[CH2:2][Br:1])[CH:6]=1.